Dataset: Full USPTO retrosynthesis dataset with 1.9M reactions from patents (1976-2016). Task: Predict the reactants needed to synthesize the given product. (1) The reactants are: [NH2:1][C:2]1[CH:3]=[CH:4][C:5]([C:9]2[N:10]=[C:11]([C:22]3([C:25]([O:27][CH3:28])=[O:26])[CH2:24][CH2:23]3)[NH:12][C:13]=2[C:14]2[CH:19]=[CH:18][C:17]([F:20])=[CH:16][C:15]=2[F:21])=[N:6][C:7]=1[OH:8].[CH2:29]([O:31][CH2:32][C@@H:33]([N:35]=[C:36]=S)[CH3:34])[CH3:30].C(N=C=NC(C)C)(C)C. Given the product [F:21][C:15]1[CH:16]=[C:17]([F:20])[CH:18]=[CH:19][C:14]=1[C:13]1[NH:12][C:11]([C:22]2([C:25]([O:27][CH3:28])=[O:26])[CH2:24][CH2:23]2)=[N:10][C:9]=1[C:5]1[N:6]=[C:7]2[O:8][C:36]([NH:35][C@@H:33]([CH3:34])[CH2:32][O:31][CH2:29][CH3:30])=[N:1][C:2]2=[CH:3][CH:4]=1, predict the reactants needed to synthesize it. (2) Given the product [Cl:1][C:2]1[CH:3]=[C:4]([CH:8]([N:11]2[CH2:15][CH2:14][CH2:13][CH2:12]2)[CH2:9][NH2:10])[CH:5]=[CH:6][CH:7]=1, predict the reactants needed to synthesize it. The reactants are: [Cl:1][C:2]1[CH:3]=[C:4]([CH:8]([N:11]2[CH2:15][CH2:14][CH2:13][CH2:12]2)[C:9]#[N:10])[CH:5]=[CH:6][CH:7]=1.[H][H]. (3) Given the product [C:1]([C:5]1[CH:9]=[C:8]([C:10]([NH:12][CH:13]([CH3:31])[CH2:14][C:15]2[O:16][C:17]([C:20]3[CH:25]=[CH:24][C:23]([C:61]#[N:62])=[C:22]([C:27]([F:30])([F:29])[F:28])[CH:21]=3)=[CH:18][CH:19]=2)=[O:11])[NH:7][N:6]=1)([CH3:4])([CH3:3])[CH3:2], predict the reactants needed to synthesize it. The reactants are: [C:1]([C:5]1[CH:9]=[C:8]([C:10]([NH:12][CH:13]([CH3:31])[CH2:14][C:15]2[O:16][C:17]([C:20]3[CH:25]=[CH:24][C:23](Cl)=[C:22]([C:27]([F:30])([F:29])[F:28])[CH:21]=3)=[CH:18][CH:19]=2)=[O:11])[NH:7][N:6]=1)([CH3:4])([CH3:3])[CH3:2].COC1C=CC=C(OC)C=1C1C=CC=CC=1P(C1CCCCC1)C1CCCCC1.[CH3:61][N:62](C=O)C.